From a dataset of Full USPTO retrosynthesis dataset with 1.9M reactions from patents (1976-2016). Predict the reactants needed to synthesize the given product. (1) Given the product [Br:1][C:2]1[CH:7]=[CH:6][C:5]([N:8]2[CH:12]=[CH:11][C:10]([NH2:13])=[N:9]2)=[CH:4][C:3]=1[O:16][CH3:17], predict the reactants needed to synthesize it. The reactants are: [Br:1][C:2]1[CH:7]=[CH:6][C:5]([N:8]2[CH:12]=[CH:11][C:10]([N+:13]([O-])=O)=[N:9]2)=[CH:4][C:3]=1[O:16][CH3:17].C(O)(=O)C. (2) Given the product [CH3:7][CH:8]([C:10]1[N:11]=[CH:12][S:13][C:14]=1[CH2:15][OH:16])[CH3:9], predict the reactants needed to synthesize it. The reactants are: [H-].[Al+3].[Li+].[H-].[H-].[H-].[CH3:7][CH:8]([C:10]1[N:11]=[CH:12][S:13][C:14]=1[C:15](OCC)=[O:16])[CH3:9].O.CCOC(C)=O. (3) Given the product [CH3:40][CH:35]([C:28]1[CH:29]=[C:30]2[C:25](=[CH:26][CH:27]=1)[CH:24]=[C:23](/[CH:43]=[CH:44]/[C:7]1[CH:12]=[CH:11][CH:10]=[CH:9][C:8]=1[S:13][CH3:14])[C:32]([S:33][CH3:34])=[CH:31]2)[CH2:36][CH2:37][CH2:38][CH3:39], predict the reactants needed to synthesize it. The reactants are: FC(F)(F)S(O[C:7]1[CH:12]=[CH:11][CH:10]=[CH:9][C:8]=1[S:13][CH3:14])(=O)=O.FC(F)(F)S(O[C:23]1[C:32]([S:33][CH3:34])=[CH:31][C:30]2[C:25](=[CH:26][CH:27]=[C:28]([CH:35]([CH3:40])[CH2:36][CH2:37][CH2:38][CH3:39])[CH:29]=2)[CH:24]=1)(=O)=O.[CH2:43]([Sn](CCCC)(CCCC)/C=C/[Sn](CCCC)(CCCC)CCCC)[CH2:44]CC. (4) Given the product [C:18]([C:17]1[CH:20]=[CH:21][C:14]([CH2:13][NH:12][C:6](=[O:8])[C:5]2[CH:9]=[CH:10][C:2]([F:1])=[C:3]([CH3:11])[CH:4]=2)=[C:15]([N+:22]([O-:24])=[O:23])[CH:16]=1)#[N:19], predict the reactants needed to synthesize it. The reactants are: [F:1][C:2]1[CH:10]=[CH:9][C:5]([C:6]([OH:8])=O)=[CH:4][C:3]=1[CH3:11].[NH2:12][CH2:13][C:14]1[CH:21]=[CH:20][C:17]([C:18]#[N:19])=[CH:16][C:15]=1[N+:22]([O-:24])=[O:23]. (5) The reactants are: [CH2:1]([O:3][C:4]([C:6]1[CH:7]=[N:8][N:9]([C:12]2[CH:17]=[CH:16][C:15]([Cl:18])=[CH:14][CH:13]=2)[C:10]=1I)=[O:5])[CH3:2].[CH2:19](C([Sn])=C(CCCC)CCCC)[CH2:20]CC. Given the product [CH2:1]([O:3][C:4]([C:6]1[CH:7]=[N:8][N:9]([C:12]2[CH:17]=[CH:16][C:15]([Cl:18])=[CH:14][CH:13]=2)[C:10]=1[CH:19]=[CH2:20])=[O:5])[CH3:2], predict the reactants needed to synthesize it. (6) Given the product [CH:1]([C:4]1[C:8]([CH2:9][CH2:10][CH2:11][CH2:12][O:13][C:25]2[CH:29]=[C:28]([CH2:30][CH2:31][C:32]([OH:34])=[O:33])[N:27]([CH3:37])[N:26]=2)=[CH:7][N:6]([C:14]2[CH:19]=[CH:18][C:17]([C:20]([F:22])([F:21])[F:23])=[CH:16][N:15]=2)[N:5]=1)([CH3:3])[CH3:2], predict the reactants needed to synthesize it. The reactants are: [CH:1]([C:4]1[C:8]([CH2:9][CH2:10][CH2:11][CH2:12][OH:13])=[CH:7][N:6]([C:14]2[CH:19]=[CH:18][C:17]([C:20]([F:23])([F:22])[F:21])=[CH:16][N:15]=2)[N:5]=1)([CH3:3])[CH3:2].O[C:25]1[CH:29]=[C:28]([CH2:30][CH2:31][C:32]([O:34]CC)=[O:33])[N:27]([CH3:37])[N:26]=1.C(P(CCCC)CCCC)CCC.N(C(N1CCCCC1)=O)=NC(N1CCCCC1)=O. (7) Given the product [F:1][C:2]1[C:10]([F:11])=[C:9]([F:12])[C:8]([F:13])=[C:7]2[C:3]=1[C:4]([CH2:14][CH2:15][NH:16][CH2:24][C:23]1[CH:26]=[CH:27][CH:28]=[C:21]([O:20][CH2:19][C:18]([F:17])([F:29])[F:30])[CH:22]=1)=[CH:5][NH:6]2, predict the reactants needed to synthesize it. The reactants are: [F:1][C:2]1[C:10]([F:11])=[C:9]([F:12])[C:8]([F:13])=[C:7]2[C:3]=1[C:4]([CH2:14][CH2:15][NH2:16])=[CH:5][NH:6]2.[F:17][C:18]([F:30])([F:29])[CH2:19][O:20][C:21]1[CH:22]=[C:23]([CH:26]=[CH:27][CH:28]=1)[CH:24]=O.S([O-])([O-])(=O)=O.[Na+].[Na+]. (8) Given the product [CH2:1]([N:8]1[CH2:13][C:14](=[O:16])[NH:20][C:10](=[O:11])[CH2:9]1)[C:2]1[CH:7]=[CH:6][CH:5]=[CH:4][CH:3]=1, predict the reactants needed to synthesize it. The reactants are: [CH2:1]([N:8]([CH2:13][C:14]([OH:16])=O)[CH2:9][C:10](O)=[O:11])[C:2]1[CH:7]=[CH:6][CH:5]=[CH:4][CH:3]=1.C([O-])=O.[NH4+:20].C(OCC)(=O)C.C(=O)([O-])O.[Na+].